This data is from Peptide-MHC class I binding affinity with 185,985 pairs from IEDB/IMGT. The task is: Regression. Given a peptide amino acid sequence and an MHC pseudo amino acid sequence, predict their binding affinity value. This is MHC class I binding data. The peptide sequence is PSDTIHASF. The MHC is HLA-B15:09 with pseudo-sequence HLA-B15:09. The binding affinity (normalized) is 0.0847.